Dataset: Forward reaction prediction with 1.9M reactions from USPTO patents (1976-2016). Task: Predict the product of the given reaction. (1) Given the reactants [CH3:1][O:2][C:3](=[O:12])[C:4]1[CH:9]=[C:8]([OH:10])[CH:7]=[CH:6][C:5]=1[Br:11].[H-].[Na+].S(OC)(O[CH3:19])(=O)=O.Cl, predict the reaction product. The product is: [CH3:1][O:2][C:3](=[O:12])[C:4]1[CH:9]=[C:8]([O:10][CH3:19])[CH:7]=[CH:6][C:5]=1[Br:11]. (2) The product is: [C:31]([C:26]1[CH:27]=[C:28]2[C:23](=[C:24]([F:35])[CH:25]=1)[C:22](=[O:36])[N:21]([C:7]1[CH:8]=[CH:9][CH:10]=[C:11]([C:38]3[CH:39]=[C:40]([NH:46][C:47]4[CH:56]=[C:50]5[CH2:51][N:52]([CH3:55])[CH2:53][CH2:54][N:49]5[N:48]=4)[C:41](=[O:45])[N:42]([CH3:44])[N:43]=3)[C:6]=1[CH2:5][O:4][C:1](=[O:3])[CH3:2])[N:30]=[CH:29]2)([CH3:34])([CH3:33])[CH3:32]. Given the reactants [C:1]([O:4][CH2:5][C:6]1[C:11](B2OC(C)(C)C(C)(C)O2)=[CH:10][CH:9]=[CH:8][C:7]=1[N:21]1[N:30]=[CH:29][C:28]2[C:23](=[C:24]([F:35])[CH:25]=[C:26]([C:31]([CH3:34])([CH3:33])[CH3:32])[CH:27]=2)[C:22]1=[O:36])(=[O:3])[CH3:2].Cl[C:38]1[CH:39]=[C:40]([NH:46][C:47]2[CH:56]=[C:50]3[CH2:51][N:52]([CH3:55])[CH2:53][CH2:54][N:49]3[N:48]=2)[C:41](=[O:45])[N:42]([CH3:44])[N:43]=1.P([O-])([O-])([O-])=O.[K+].[K+].[K+].C1(P(C2CCCCC2)C2C=CC=CC=2C2C(C(C)C)=CC(C(C)C)=CC=2C(C)C)CCCCC1.[Cl-].[NH4+], predict the reaction product. (3) Given the reactants [S:1]1[C:5]2[CH:6]=[CH:7][CH:8]=[CH:9][C:4]=2[N:3]=[C:2]1[NH:10][CH:11]1[CH2:16][CH2:15][NH:14][CH2:13][CH2:12]1.[CH2:17]([O:19][C:20]1[CH:29]=[CH:28][C:27]2[C:22](=[CH:23][CH:24]=[CH:25][CH:26]=2)[C:21]=1[CH:30]=O)[CH3:18].C(N(C(C)C)CC)(C)C.C(O)(=O)C.C([BH3-])#N.[Na+], predict the reaction product. The product is: [S:1]1[C:5]2[CH:6]=[CH:7][CH:8]=[CH:9][C:4]=2[N:3]=[C:2]1[NH:10][CH:11]1[CH2:16][CH2:15][N:14]([CH2:30][C:21]2[C:22]3[C:27](=[CH:26][CH:25]=[CH:24][CH:23]=3)[CH:28]=[CH:29][C:20]=2[O:19][CH2:17][CH3:18])[CH2:13][CH2:12]1.